This data is from Reaction yield outcomes from USPTO patents with 853,638 reactions. The task is: Predict the reaction yield, written as a fraction of the theoretical maximum amount of product (1.0 means a 100% yield; for example, 0.34 means a 34% yield). (1) The reactants are [Cl-].[Ca+2].[Cl-].[BH4-].[Na+].C(O)C.[C:9]([C:11]1[CH:16]=[CH:15][CH:14]=[CH:13][C:12]=1[C:17]1[CH:22]=[CH:21][C:20]([CH2:23][C:24]2[C:25](=[O:48])[N:26]([CH:36]3[CH2:41][CH2:40][C:39](=[CH:42][C:43](OCC)=[O:44])[CH2:38][CH2:37]3)[C:27]3[N:28]([N:33]=[CH:34][N:35]=3)[C:29]=2[CH2:30][CH2:31][CH3:32])=[CH:19][CH:18]=1)#[N:10]. The catalyst is O1CCCC1. The product is [OH:44][CH2:43][CH:42]=[C:39]1[CH2:40][CH2:41][CH:36]([N:26]2[C:25](=[O:48])[C:24]([CH2:23][C:20]3[CH:21]=[CH:22][C:17]([C:12]4[C:11]([C:9]#[N:10])=[CH:16][CH:15]=[CH:14][CH:13]=4)=[CH:18][CH:19]=3)=[C:29]([CH2:30][CH2:31][CH3:32])[N:28]3[N:33]=[CH:34][N:35]=[C:27]23)[CH2:37][CH2:38]1. The yield is 0.490. (2) The catalyst is CO. The reactants are [O:1]=[C:2]1[CH2:7][CH2:6][N:5]([C:8]([O:10][CH2:11][C:12]2[CH:17]=[CH:16][CH:15]=[CH:14][CH:13]=2)=[O:9])[CH2:4][CH:3]1[NH:18][C:19]([C:21]1[S:22][CH:23]=[CH:24][N:25]=1)=[O:20].[BH4-].[Na+].O. The product is [OH:1][C@@H:2]1[CH2:7][CH2:6][N:5]([C:8]([O:10][CH2:11][C:12]2[CH:13]=[CH:14][CH:15]=[CH:16][CH:17]=2)=[O:9])[CH2:4][C@H:3]1[NH:18][C:19]([C:21]1[S:22][CH:23]=[CH:24][N:25]=1)=[O:20]. The yield is 0.430. (3) The reactants are C(OC(=O)[NH:7][C:8]1[CH:35]=[CH:34][C:11]2[N:12]([CH2:29][C:30]([OH:33])([CH3:32])[CH3:31])[C:13]([NH:15][C:16]([C:18]3[S:19][C:20]([C:23]4[O:27][C:26]([CH3:28])=[N:25][CH:24]=4)=[CH:21][CH:22]=3)=[O:17])=[N:14][C:10]=2[CH:9]=1)(C)(C)C.C(O)(C(F)(F)F)=O. The product is [NH2:7][C:8]1[CH:35]=[CH:34][C:11]2[N:12]([CH2:29][C:30]([OH:33])([CH3:32])[CH3:31])[C:13]([NH:15][C:16]([C:18]3[S:19][C:20]([C:23]4[O:27][C:26]([CH3:28])=[N:25][CH:24]=4)=[CH:21][CH:22]=3)=[O:17])=[N:14][C:10]=2[CH:9]=1. The yield is 0.990. The catalyst is ClCCl.